From a dataset of Catalyst prediction with 721,799 reactions and 888 catalyst types from USPTO. Predict which catalyst facilitates the given reaction. (1) Reactant: [CH3:1][O:2][C:3]1[CH:8]=[C:7]([B:9]2[O:13][C:12]([CH3:15])([CH3:14])[C:11]([CH3:17])([CH3:16])[O:10]2)[CH:6]=[CH:5][C:4]=1[NH:18]C(=O)OC(C)(C)C.FC(F)(F)C(O)=O. Product: [CH3:1][O:2][C:3]1[CH:8]=[C:7]([B:9]2[O:13][C:12]([CH3:15])([CH3:14])[C:11]([CH3:17])([CH3:16])[O:10]2)[CH:6]=[CH:5][C:4]=1[NH2:18]. The catalyst class is: 4. (2) Reactant: [CH3:1][C:2]([CH3:5])([O-])[CH3:3].[K+].[CH:7]([NH2:9])=O.ClC1[C:20]2[N:21]=[CH:22][NH:23][C:19]=2[C:18]2[CH:17]=[CH:16][CH:15]=[CH:14][C:13]=2[N:12]=1. Product: [CH2:1]([N:23]1[C:19]2[C:18]3[CH:17]=[CH:16][CH:15]=[CH:14][C:13]=3[N:12]=[C:7]([NH2:9])[C:20]=2[N:21]=[CH:22]1)[CH:2]([CH3:5])[CH3:3]. The catalyst class is: 44. (3) Reactant: Br[C:2]1[N:6]2[N:7]=[C:8]([O:11][CH3:12])[CH:9]=[CH:10][C:5]2=[N:4][C:3]=1[C:13]1[CH:18]=[CH:17][C:16]([CH3:19])=[C:15]([N+:20]([O-:22])=[O:21])[CH:14]=1.[F:23][C:24]1[CH:29]=[CH:28][C:27](B(O)O)=[CH:26][CH:25]=1.C([O-])([O-])=O.[Na+].[Na+]. Product: [F:23][C:24]1[CH:29]=[CH:28][C:27]([C:2]2[N:6]3[N:7]=[C:8]([O:11][CH3:12])[CH:9]=[CH:10][C:5]3=[N:4][C:3]=2[C:13]2[CH:18]=[CH:17][C:16]([CH3:19])=[C:15]([N+:20]([O-:22])=[O:21])[CH:14]=2)=[CH:26][CH:25]=1. The catalyst class is: 378. (4) Reactant: [C:1]([O:5][C:6](=[O:14])[C:7]([CH3:13])([CH3:12])[CH2:8][C:9]([OH:11])=[O:10])([CH3:4])([CH3:3])[CH3:2].O[C@H:16]1[CH2:33][CH2:32][C@@:31]2([CH3:34])[C@@H:18]([CH2:19][CH2:20][C@:21]3([CH3:53])[C@@H:30]2[CH2:29][CH2:28][C@H:27]2[C@@:22]3([CH3:52])[CH2:23][CH2:24][C@@:25]3([CH2:42][CH2:43][NH:44][C:45](=[O:51])[O:46][C:47]([CH3:50])([CH3:49])[CH3:48])[CH2:37][C:36](=[O:38])[C:35]([CH:39]([CH3:41])[CH3:40])=[C:26]32)[C:17]1([CH3:55])[CH3:54].[NH4+].[Cl-].CC(=O)OCC. Product: [CH3:12][C:7]([CH3:13])([CH2:8][C:9]([O:11][C@H:16]1[CH2:33][CH2:32][C@@:31]2([CH3:34])[C@@H:18]([CH2:19][CH2:20][C@:21]3([CH3:53])[C@@H:30]2[CH2:29][CH2:28][C@H:27]2[C@@:22]3([CH3:52])[CH2:23][CH2:24][C@@:25]3([CH2:42][CH2:43][NH:44][C:45]([O:46][C:47]([CH3:50])([CH3:49])[CH3:48])=[O:51])[CH2:37][C:36](=[O:38])[C:35]([CH:39]([CH3:40])[CH3:41])=[C:26]32)[C:17]1([CH3:55])[CH3:54])=[O:10])[C:6]([O:5][C:1]([CH3:4])([CH3:2])[CH3:3])=[O:14]. The catalyst class is: 166. (5) Reactant: [CH3:1][C:2]1[CH:7]=[CH:6][N:5]=[CH:4][C:3]=1[N:8]1[CH2:12][CH2:11][NH:10][C:9]1=[O:13].Br[C:15]1[S:16][C:17]([Cl:20])=[CH:18][CH:19]=1.N[C@@H]1CCCC[C@H]1N.C(=O)([O-])[O-].[K+].[K+]. Product: [Cl:20][C:17]1[S:16][C:15]([N:10]2[CH2:11][CH2:12][N:8]([C:3]3[CH:4]=[N:5][CH:6]=[CH:7][C:2]=3[CH3:1])[C:9]2=[O:13])=[CH:19][CH:18]=1. The catalyst class is: 246. (6) Product: [CH:42]1([N:37]2[C:36](=[O:48])[C:35]([NH:34][C:17]([C:16]3[N:15]=[N:14][N:13]4[C:7]5[CH:6]=[CH:5][C:4]([O:3][C:2]([F:21])([F:22])[F:1])=[CH:20][C:8]=5[CH2:9][CH2:10][CH2:11][C:12]=34)=[O:18])=[C:39]([CH3:40])[N:38]2[CH3:41])[CH2:43][CH2:44][CH2:45][CH2:46][CH2:47]1. Reactant: [F:1][C:2]([F:22])([F:21])[O:3][C:4]1[CH:5]=[CH:6][C:7]2[N:13]3[N:14]=[N:15][C:16]([C:17](O)=[O:18])=[C:12]3[CH2:11][CH2:10][CH2:9][C:8]=2[CH:20]=1.C(Cl)(=O)C(Cl)=O.CN(C=O)C.[NH2:34][C:35]1[C:36](=[O:48])[N:37]([CH:42]2[CH2:47][CH2:46][CH2:45][CH2:44][CH2:43]2)[N:38]([CH3:41])[C:39]=1[CH3:40].C(N(CC)CC)C. The catalyst class is: 34. (7) Reactant: C(O[CH:4]=[C:5]([S:11]([CH3:14])(=[O:13])=[O:12])[C:6]([O:8][CH2:9][CH3:10])=[O:7])C.[Cl:15][C:16]1[CH:21]=[CH:20][C:19]([NH2:22])=[CH:18][N:17]=1. Product: [Cl:15][C:16]1[N:17]=[CH:18][C:19]([NH:22][CH:4]=[C:5]([S:11]([CH3:14])(=[O:12])=[O:13])[C:6]([O:8][CH2:9][CH3:10])=[O:7])=[CH:20][CH:21]=1. The catalyst class is: 159.